From a dataset of Catalyst prediction with 721,799 reactions and 888 catalyst types from USPTO. Predict which catalyst facilitates the given reaction. Reactant: [CH:1]([C:3]1[CH:4]=[C:5]([C:10]2[CH:15]=[CH:14][C:13]([C:16]#[N:17])=[CH:12][CH:11]=2)[CH:6]=[CH:7][C:8]=1[OH:9])=O.[NH2:18][C:19]1[CH:20]=[C:21]([CH:24]=[CH:25][C:26]=1[NH2:27])[C:22]#[N:23].C1(=O)C=CC(=O)C=C1. Product: [C:16]([C:13]1[CH:14]=[CH:15][C:10]([C:5]2[CH:6]=[CH:7][C:8]([OH:9])=[C:3]([C:1]3[NH:27][C:26]4[CH:25]=[CH:24][C:21]([C:22]#[N:23])=[CH:20][C:19]=4[N:18]=3)[CH:4]=2)=[CH:11][CH:12]=1)#[N:17]. The catalyst class is: 8.